Dataset: Peptide-MHC class I binding affinity with 185,985 pairs from IEDB/IMGT. Task: Regression. Given a peptide amino acid sequence and an MHC pseudo amino acid sequence, predict their binding affinity value. This is MHC class I binding data. (1) The peptide sequence is ERILSTYLGR. The MHC is HLA-B07:02 with pseudo-sequence HLA-B07:02. The binding affinity (normalized) is 0. (2) The peptide sequence is VLDMGDPVK. The MHC is HLA-B08:01 with pseudo-sequence HLA-B08:01. The binding affinity (normalized) is 0.0847. (3) The peptide sequence is YAYEPGSVM. The MHC is HLA-B58:01 with pseudo-sequence HLA-B58:01. The binding affinity (normalized) is 0.0847. (4) The MHC is H-2-Db with pseudo-sequence H-2-Db. The peptide sequence is FVRSSPASFEK. The binding affinity (normalized) is 0. (5) The peptide sequence is KAELEDGAY. The MHC is HLA-A30:02 with pseudo-sequence HLA-A30:02. The binding affinity (normalized) is 0.570.